From a dataset of Reaction yield outcomes from USPTO patents with 853,638 reactions. Predict the reaction yield, written as a fraction of the theoretical maximum amount of product (1.0 means a 100% yield; for example, 0.34 means a 34% yield). The reactants are [CH3:1][CH:2]([O:4][C:5]1[CH:6]=[CH:7][C:8]([CH2:11][OH:12])=[N:9][CH:10]=1)[CH3:3].CC1(C)N([O])C(C)(C)CCC1.ClN1C(=O)N(Cl)C(=O)N(Cl)C1=O. The catalyst is CC(C)=O. The product is [CH3:3][CH:2]([O:4][C:5]1[CH:6]=[CH:7][C:8]([CH:11]=[O:12])=[N:9][CH:10]=1)[CH3:1]. The yield is 0.850.